Dataset: Merck oncology drug combination screen with 23,052 pairs across 39 cell lines. Task: Regression. Given two drug SMILES strings and cell line genomic features, predict the synergy score measuring deviation from expected non-interaction effect. (1) Drug 1: CN1C(=O)C=CC2(C)C3CCC4(C)C(NC(=O)OCC(F)(F)F)CCC4C3CCC12. Drug 2: CCC1(O)C(=O)OCc2c1cc1n(c2=O)Cc2cc3c(CN(C)C)c(O)ccc3nc2-1. Cell line: SW837. Synergy scores: synergy=8.63. (2) Drug 2: O=C(NOCC(O)CO)c1ccc(F)c(F)c1Nc1ccc(I)cc1F. Synergy scores: synergy=12.9. Drug 1: CS(=O)(=O)CCNCc1ccc(-c2ccc3ncnc(Nc4ccc(OCc5cccc(F)c5)c(Cl)c4)c3c2)o1. Cell line: UACC62. (3) Drug 1: CS(=O)(=O)CCNCc1ccc(-c2ccc3ncnc(Nc4ccc(OCc5cccc(F)c5)c(Cl)c4)c3c2)o1. Drug 2: NC1CCCCC1N.O=C(O)C(=O)O.[Pt+2]. Cell line: NCIH460. Synergy scores: synergy=-45.7. (4) Drug 1: CN1C(=O)C=CC2(C)C3CCC4(C)C(NC(=O)OCC(F)(F)F)CCC4C3CCC12. Drug 2: Cn1c(=O)n(-c2ccc(C(C)(C)C#N)cc2)c2c3cc(-c4cnc5ccccc5c4)ccc3ncc21. Cell line: RPMI7951. Synergy scores: synergy=27.1. (5) Drug 1: N#Cc1ccc(Cn2cncc2CN2CCN(c3cccc(Cl)c3)C(=O)C2)cc1. Drug 2: COC1=C2CC(C)CC(OC)C(O)C(C)C=C(C)C(OC(N)=O)C(OC)C=CC=C(C)C(=O)NC(=CC1=O)C2=O. Cell line: VCAP. Synergy scores: synergy=16.2. (6) Drug 1: COc1cc(C2c3cc4c(cc3C(OC3OC5COC(C)OC5C(O)C3O)C3COC(=O)C23)OCO4)cc(OC)c1O. Drug 2: CCN(CC)CCNC(=O)c1c(C)[nH]c(C=C2C(=O)Nc3ccc(F)cc32)c1C. Cell line: SW837. Synergy scores: synergy=-1.43. (7) Drug 1: Cn1nnc2c(C(N)=O)ncn2c1=O. Drug 2: CS(=O)(=O)CCNCc1ccc(-c2ccc3ncnc(Nc4ccc(OCc5cccc(F)c5)c(Cl)c4)c3c2)o1. Cell line: CAOV3. Synergy scores: synergy=4.28. (8) Drug 1: CC1CC2C3CCC4=CC(=O)C=CC4(C)C3(F)C(O)CC2(C)C1(O)C(=O)CO. Drug 2: CNC(=O)c1cc(Oc2ccc(NC(=O)Nc3ccc(Cl)c(C(F)(F)F)c3)cc2)ccn1. Cell line: HT144. Synergy scores: synergy=-0.355. (9) Drug 1: Nc1ccn(C2OC(CO)C(O)C2(F)F)c(=O)n1. Drug 2: Cn1cc(-c2cnn3c(N)c(Br)c(C4CCCNC4)nc23)cn1. Cell line: OVCAR3. Synergy scores: synergy=30.6.